Dataset: Forward reaction prediction with 1.9M reactions from USPTO patents (1976-2016). Task: Predict the product of the given reaction. (1) Given the reactants [F:1][C:2]1([F:25])[CH2:7][CH2:6][CH:5]([CH2:8][C@H:9]2[CH2:14][C@@H:13]([C:15]3[O:19][NH:18][C:17](=[O:20])[CH:16]=3)[CH2:12][CH2:11][N:10]2[C:21]([O:23][CH3:24])=[O:22])[CH2:4][CH2:3]1.CCCCCCC.CC(O)C, predict the reaction product. The product is: [F:25][C:2]1([F:1])[CH2:7][CH2:6][CH:5]([CH2:8][C@H:9]2[CH2:14][C@@H:13]([C:15]3[O:19][NH:18][C:17](=[O:20])[CH:16]=3)[CH2:12][CH2:11][N:10]2[C:21]([O:23][CH3:24])=[O:22])[CH2:4][CH2:3]1.[F:25][C:2]1([F:1])[CH2:7][CH2:6][CH:5]([CH2:8][C@@H:9]2[CH2:14][C@H:13]([C:15]3[O:19][NH:18][C:17](=[O:20])[CH:16]=3)[CH2:12][CH2:11][N:10]2[C:21]([O:23][CH3:24])=[O:22])[CH2:4][CH2:3]1. (2) Given the reactants [Cl:1][C:2]1[C:11]2[C:6](=[CH:7][C:8]([F:13])=[CH:9][C:10]=2[F:12])[N:5]=[C:4]([C:14]2[CH:15]=[N:16][C:17](F)=[CH:18][CH:19]=2)[C:3]=1[CH3:21].Cl.[F:23][C:24]1([F:30])[CH2:29][CH2:28][NH:27][CH2:26][CH2:25]1.C(=O)([O-])[O-].[K+].[K+].O, predict the reaction product. The product is: [Cl:1][C:2]1[C:11]2[C:6](=[CH:7][C:8]([F:13])=[CH:9][C:10]=2[F:12])[N:5]=[C:4]([C:14]2[CH:15]=[N:16][C:17]([N:27]3[CH2:28][CH2:29][C:24]([F:30])([F:23])[CH2:25][CH2:26]3)=[CH:18][CH:19]=2)[C:3]=1[CH3:21]. (3) Given the reactants CCOC(/N=N/C(OCC)=O)=O.[Cl:13][C:14]1[C:23]2[C:18](=[CH:19][C:20]([O:25][CH3:26])=[C:21]([OH:24])[CH:22]=2)[N:17]=[CH:16][N:15]=1.O[C@H:28]1[CH2:33][CH2:32][N:31]([C:34]([O:36][C:37]([CH3:40])([CH3:39])[CH3:38])=[O:35])[C@H:30]([C:41]([O:43][CH3:44])=[O:42])[CH2:29]1.C1(P(C2C=CC=CC=2)C2C=CC=CC=2)C=CC=CC=1, predict the reaction product. The product is: [Cl:13][C:14]1[C:23]2[C:18](=[CH:19][C:20]([O:25][CH3:26])=[C:21]([O:24][C@@H:28]3[CH2:33][CH2:32][N:31]([C:34]([O:36][C:37]([CH3:38])([CH3:39])[CH3:40])=[O:35])[C@H:30]([C:41]([O:43][CH3:44])=[O:42])[CH2:29]3)[CH:22]=2)[N:17]=[CH:16][N:15]=1. (4) Given the reactants [CH2:1]([O:3][C:4]([C:6]1[S:20][C:9]2[CH2:10][CH2:11][N:12]([C:15]([O:17][CH2:18][CH3:19])=[O:16])[CH2:13][CH2:14][C:8]=2[C:7]=1[OH:21])=[O:5])[CH3:2].[CH2:22]1COCC1.C(N(C(C)C)CC)(C)C.[Si](C=[N+]=[N-])(C)(C)C, predict the reaction product. The product is: [CH2:1]([O:3][C:4]([C:6]1[S:20][C:9]2[CH2:10][CH2:11][N:12]([C:15]([O:17][CH2:18][CH3:19])=[O:16])[CH2:13][CH2:14][C:8]=2[C:7]=1[O:21][CH3:22])=[O:5])[CH3:2]. (5) The product is: [CH:9]([NH:8][C:6](=[O:7])[C:5]1[CH:12]=[C:13]([O:16][C:17]2[CH:22]=[CH:21][CH:20]=[CH:19][CH:18]=2)[CH:14]=[CH:15][C:4]=1[NH:3][CH3:1])([CH3:11])[CH3:10]. Given the reactants [CH:1]([NH:3][C:4]1[CH:15]=[CH:14][C:13]([O:16][C:17]2[CH:22]=[CH:21][CH:20]=[CH:19][CH:18]=2)=[CH:12][C:5]=1[C:6]([NH:8][CH:9]([CH3:11])[CH3:10])=[O:7])=O.S(C)C, predict the reaction product. (6) Given the reactants CO[C:3](=[O:19])[C:4]1[C:9]([NH:10][C:11]([CH:13]2[CH2:15][CH2:14]2)=[O:12])=[CH:8][CH:7]=[C:6]([F:16])[C:5]=1[CH2:17]Br.CCN(CC)CC.[CH2:27]([O:29][C:30]1[CH:31]=[C:32]([C@H:38]([NH2:44])[CH2:39][S:40]([CH3:43])(=[O:42])=[O:41])[CH:33]=[CH:34][C:35]=1[O:36][CH3:37])[CH3:28], predict the reaction product. The product is: [CH2:27]([O:29][C:30]1[CH:31]=[C:32]([C@H:38]([N:44]2[C:3](=[O:19])[C:4]3[C:5](=[C:6]([F:16])[CH:7]=[CH:8][C:9]=3[NH:10][C:11]([CH:13]3[CH2:14][CH2:15]3)=[O:12])[CH2:17]2)[CH2:39][S:40]([CH3:43])(=[O:42])=[O:41])[CH:33]=[CH:34][C:35]=1[O:36][CH3:37])[CH3:28]. (7) Given the reactants [CH:1]1([C:4]2[N:8]([C:9]3[CH:14]=[CH:13][C:12]([NH:15][C:16]([C:18]4[CH:19]=[C:20]5[C:25](=[CH:26][CH:27]=4)[N:24]=[CH:23][CH:22]=[CH:21]5)=[O:17])=[CH:11][CH:10]=3)[N:7]=[C:6]([C:28]([F:31])([F:30])[F:29])[CH:5]=2)[CH2:3][CH2:2]1.C1COCC1.[ClH:37], predict the reaction product. The product is: [ClH:37].[CH:1]1([C:4]2[N:8]([C:9]3[CH:10]=[CH:11][C:12]([NH:15][C:16]([C:18]4[CH:19]=[C:20]5[C:25](=[CH:26][CH:27]=4)[N:24]=[CH:23][CH:22]=[CH:21]5)=[O:17])=[CH:13][CH:14]=3)[N:7]=[C:6]([C:28]([F:30])([F:29])[F:31])[CH:5]=2)[CH2:3][CH2:2]1. (8) Given the reactants C[O:2][C:3](=[O:22])[CH2:4][N:5]1[CH:13]=[N:12][C:11]2[C:6]1=[N:7][CH:8]=[N:9][C:10]=2[O:14][CH2:15][C:16]1[CH:21]=[CH:20][CH:19]=[CH:18][CH:17]=1.[OH-].[Na+].Cl, predict the reaction product. The product is: [CH2:15]([O:14][C:10]1[N:9]=[CH:8][N:7]=[C:6]2[C:11]=1[N:12]=[CH:13][N:5]2[CH2:4][C:3]([OH:22])=[O:2])[C:16]1[CH:17]=[CH:18][CH:19]=[CH:20][CH:21]=1.